This data is from Catalyst prediction with 721,799 reactions and 888 catalyst types from USPTO. The task is: Predict which catalyst facilitates the given reaction. Reactant: [H-].[Na+].N[C:4]1[CH:9]=[CH:8][CH:7]=[CH:6][CH:5]=1.[CH3:10][C:11]1[CH2:15][C:14]([CH3:16])=[C:13]([CH3:17])[C:12]=1[CH3:18].C([Si:26](Cl)([C:33]1[CH:38]=[CH:37][CH:36]=[CH:35][CH:34]=1)[C:27]1[CH:32]=[CH:31][CH:30]=[CH:29][CH:28]=1)C1C=CC=CC=1.[C:40](=O)([O-])O.[Na+].C(=O)([O-])[O-].[Na+].[Na+]. Product: [CH2:18]([C:12]1[C:11]([SiH:26]([C:33]2[CH:34]=[CH:35][CH:36]=[CH:37][CH:38]=2)[C:27]2[CH:32]=[CH:31][CH:30]=[CH:29][CH:28]=2)([CH3:10])[C:15]([CH3:40])=[C:14]([CH3:16])[C:13]=1[CH3:17])[C:4]1[CH:9]=[CH:8][CH:7]=[CH:6][CH:5]=1. The catalyst class is: 207.